This data is from Reaction yield outcomes from USPTO patents with 853,638 reactions. The task is: Predict the reaction yield, written as a fraction of the theoretical maximum amount of product (1.0 means a 100% yield; for example, 0.34 means a 34% yield). (1) The reactants are [CH3:1][O:2][CH2:3][C@@H:4]1[CH2:8][N:7]([C:9]([O:11][C:12]([CH3:15])([CH3:14])[CH3:13])=[O:10])[C@H:6]([C:16]2[NH:20][C:19]3[C:21]4[C:26]([CH:27]=[CH:28][C:18]=3[N:17]=2)=[CH:25][C:24]2[C:29]3[C:34]([CH2:35][O:36][C:23]=2[CH:22]=4)=[CH:33][C:32](B2OC(C)(C)C(C)(C)O2)=[CH:31][CH:30]=3)[CH2:5]1.Br[C:47]1[NH:51][C:50]([C@@H:52]2[CH2:56][C@H:55]([CH3:57])[CH2:54][N:53]2[C:58](=[O:68])[C@@H:59]([NH:63][C:64](=[O:67])[O:65][CH3:66])[CH:60]([CH3:62])[CH3:61])=[N:49][CH:48]=1.C(=O)([O-])[O-].[K+].[K+]. The catalyst is COCCOC.CN(C)C=O.[Pd].C1(P(C2C=CC=CC=2)C2C=CC=CC=2)C=CC=CC=1.C1(P(C2C=CC=CC=2)C2C=CC=CC=2)C=CC=CC=1.C1(P(C2C=CC=CC=2)C2C=CC=CC=2)C=CC=CC=1.C1(P(C2C=CC=CC=2)C2C=CC=CC=2)C=CC=CC=1.C1C=CC(P(C2C=CC=CC=2)[C-]2C=CC=C2)=CC=1.C1C=CC(P(C2C=CC=CC=2)[C-]2C=CC=C2)=CC=1.Cl[Pd]Cl.[Fe+2]. The product is [CH3:66][O:65][C:64]([NH:63][C@H:59]([C:58]([N:53]1[CH2:54][C@@H:55]([CH3:57])[CH2:56][C@H:52]1[C:50]1[NH:51][C:47]([C:32]2[CH:33]=[C:34]3[CH2:35][O:36][C:23]4[CH:22]=[C:21]5[C:26]([CH:27]=[CH:28][C:18]6[NH:17][C:16]([C@@H:6]7[CH2:5][C@H:4]([CH2:3][O:2][CH3:1])[CH2:8][N:7]7[C:9]([O:11][C:12]([CH3:13])([CH3:14])[CH3:15])=[O:10])=[N:20][C:19]=65)=[CH:25][C:24]=4[C:29]3=[CH:30][CH:31]=2)=[CH:48][N:49]=1)=[O:68])[CH:60]([CH3:62])[CH3:61])=[O:67]. The yield is 0.320. (2) The catalyst is CO. The reactants are [Br:1][C:2]1[CH:13]=[CH:12][C:5]([O:6][CH2:7][CH2:8][CH2:9][CH2:10][NH2:11])=[CH:4][CH:3]=1.[CH:14]1[C:26]2[CH:25]([CH2:27][O:28][C:29](=[O:108])[NH:30][CH2:31][CH2:32][O:33][CH2:34][CH2:35][O:36][CH2:37][CH2:38][O:39][CH2:40][CH2:41][O:42][CH2:43][CH2:44][O:45][CH2:46][CH2:47][O:48][CH2:49][CH2:50][O:51][CH2:52][CH2:53][O:54][CH2:55][CH2:56][O:57][CH2:58][CH2:59][O:60][CH2:61][CH2:62][O:63][CH2:64][CH2:65][O:66][CH2:67][CH2:68][O:69][CH2:70][CH2:71][O:72][CH2:73][CH2:74][O:75][CH2:76][CH2:77][O:78][CH2:79][CH2:80][O:81][CH2:82][CH2:83][O:84][CH2:85][CH2:86][O:87][CH2:88][CH2:89][O:90][CH2:91][CH2:92][O:93][CH2:94][CH2:95][O:96][CH2:97][CH2:98][O:99][CH2:100][CH2:101][O:102][CH2:103][CH2:104][C:105](O)=[O:106])[C:24]3[C:19](=[CH:20][CH:21]=[CH:22][CH:23]=3)[C:18]=2[CH:17]=[CH:16][CH:15]=1.ClCCl. The product is [Br:1][C:2]1[CH:13]=[CH:12][C:5]([O:6][CH2:7][CH2:8][CH2:9][CH2:10][NH:11][C:105](=[O:106])[CH2:104][CH2:103][O:102][CH2:101][CH2:100][O:99][CH2:98][CH2:97][O:96][CH2:95][CH2:94][O:93][CH2:92][CH2:91][O:90][CH2:89][CH2:88][O:87][CH2:86][CH2:85][O:84][CH2:83][CH2:82][O:81][CH2:80][CH2:79][O:78][CH2:77][CH2:76][O:75][CH2:74][CH2:73][O:72][CH2:71][CH2:70][O:69][CH2:68][CH2:67][O:66][CH2:65][CH2:64][O:63][CH2:62][CH2:61][O:60][CH2:59][CH2:58][O:57][CH2:56][CH2:55][O:54][CH2:53][CH2:52][O:51][CH2:50][CH2:49][O:48][CH2:47][CH2:46][O:45][CH2:44][CH2:43][O:42][CH2:41][CH2:40][O:39][CH2:38][CH2:37][O:36][CH2:35][CH2:34][O:33][CH2:32][CH2:31][NH:30][C:29](=[O:108])[O:28][CH2:27][CH:25]2[C:26]3[CH:14]=[CH:15][CH:16]=[CH:17][C:18]=3[C:19]3[C:24]2=[CH:23][CH:22]=[CH:21][CH:20]=3)=[CH:4][CH:3]=1. The yield is 0.710. (3) The reactants are [C:1]([C:5]1[CH:10]=[CH:9][C:8]([C:11]2[CH:12]=[CH:13][CH:14]=[C:15]3[C:19]=2[CH2:18][C:17]([CH3:20])=[CH:16]3)=[CH:7][CH:6]=1)([CH3:4])([CH3:3])[CH3:2].[Li]CCCC.C([Cu])#N.[C:29]([C:33]1[CH:41]=[C:40]2[C:36]([CH:37]=[C:38]([CH3:46])[CH:39]2[Si:42](Cl)([CH3:44])[CH3:43])=[C:35]([C:47]2[CH:52]=[C:51]([C:53]([CH3:56])([CH3:55])[CH3:54])[CH:50]=[C:49]([C:57]([CH3:60])([CH3:59])[CH3:58])[CH:48]=2)[C:34]=1[O:61][CH3:62])([CH3:32])([CH3:31])[CH3:30]. The catalyst is CCOCC.O. The product is [C:29]([C:33]1[CH:41]=[C:40]2[C:36]([CH:37]=[C:38]([CH3:46])[CH:39]2[Si:42]([CH:16]2[C:15]3[C:19](=[C:11]([C:8]4[CH:9]=[CH:10][C:5]([C:1]([CH3:4])([CH3:2])[CH3:3])=[CH:6][CH:7]=4)[CH:12]=[CH:13][CH:14]=3)[CH:18]=[C:17]2[CH3:20])([CH3:44])[CH3:43])=[C:35]([C:47]2[CH:48]=[C:49]([C:57]([CH3:60])([CH3:59])[CH3:58])[CH:50]=[C:51]([C:53]([CH3:56])([CH3:55])[CH3:54])[CH:52]=2)[C:34]=1[O:61][CH3:62])([CH3:31])([CH3:30])[CH3:32]. The yield is 0.800. (4) The product is [CH3:26][C:27]1[CH:31]=[C:30]([N:32]2[C:36](=[O:37])[N:35]([CH2:38][C:39]3[CH:40]=[CH:41][C:42]([C:45]([F:47])([F:48])[F:46])=[CH:43][CH:44]=3)[N:34]=[CH:33]2)[S:29][C:28]=1[C:49]([OH:51])=[O:50]. The reactants are FC1C=CC(CN2C(=O)N(C3SC(C(OCC)=O)=C(C)C=3)C=N2)=CC=1.[CH3:26][C:27]1[CH:31]=[C:30]([N:32]2[C:36](=[O:37])[N:35]([CH2:38][C:39]3[CH:44]=[CH:43][C:42]([C:45]([F:48])([F:47])[F:46])=[CH:41][CH:40]=3)[N:34]=[CH:33]2)[S:29][C:28]=1[C:49]([O:51]CC)=[O:50]. The yield is 0.780. No catalyst specified. (5) The reactants are [C:1]1([NH2:8])[C:2]([NH2:7])=[CH:3][CH:4]=[CH:5][CH:6]=1.[CH3:9][O:10][C:11]1[CH:18]=[C:17]([O:19][CH3:20])[CH:16]=[CH:15][C:12]=1[CH:13]=O.C(O)(=O)C. The catalyst is C(O)C. The product is [CH3:9][O:10][C:11]1[CH:18]=[C:17]([O:19][CH3:20])[CH:16]=[CH:15][C:12]=1[C:13]1[NH:8][C:1]2[CH:6]=[CH:5][CH:4]=[CH:3][C:2]=2[N:7]=1. The yield is 0.120. (6) The product is [CH3:1][N:2]([CH2:4][C:5]1[CH:6]=[CH:7][C:8]([CH:11]2[NH:12][C:13]3[C:18]4[C:19](=[N:36][NH:37][C:29](=[O:35])[C:17]=4[CH:16]=[C:15]([F:34])[CH:14]=3)[CH:20]2[C:21]2[CH:26]=[CH:25][C:24]([F:27])=[CH:23][CH:22]=2)=[CH:9][CH:10]=1)[CH3:3]. The reactants are [CH3:1][N:2]([CH2:4][C:5]1[CH:10]=[CH:9][C:8]([CH:11]2[CH:20]([C:21]3[CH:26]=[CH:25][C:24]([F:27])=[CH:23][CH:22]=3)[C:19](=O)[C:18]3[C:17]([C:29](OCC)=O)=[CH:16][C:15]([F:34])=[CH:14][C:13]=3[NH:12]2)=[CH:7][CH:6]=1)[CH3:3].[OH2:35].[NH2:36][NH2:37]. The catalyst is CO. The yield is 0.370. (7) The reactants are [CH3:1][O:2][C:3]1[CH:4]=[C:5]([CH:14]=[CH:15][CH:16]=1)[C:6]([CH:8]1[CH2:13][CH2:12][NH:11][CH2:10][CH2:9]1)=[O:7].C(N(CC)CC)C.[O:24]1[CH:28]=[CH:27][CH:26]=[C:25]1[C:29](Cl)=[O:30]. The catalyst is C(Cl)Cl. The product is [O:24]1[CH:28]=[CH:27][CH:26]=[C:25]1[C:29]([N:11]1[CH2:12][CH2:13][CH:8]([C:6](=[O:7])[C:5]2[CH:14]=[CH:15][CH:16]=[C:3]([O:2][CH3:1])[CH:4]=2)[CH2:9][CH2:10]1)=[O:30]. The yield is 0.240. (8) The reactants are [Br:1][C:2]1[C:3]([O:12][CH3:13])=[CH:4][C:5]([CH:9]([CH3:11])[CH3:10])=[C:6]([OH:8])[CH:7]=1.C([O-])([O-])=O.[K+].[K+].I[CH2:21][C:22]#[N:23]. The catalyst is CN(C)C=O.O. The product is [Br:1][C:2]1[C:3]([O:12][CH3:13])=[CH:4][C:5]([CH:9]([CH3:11])[CH3:10])=[C:6]([CH:7]=1)[O:8][CH2:21][C:22]#[N:23]. The yield is 0.630. (9) The product is [ClH:32].[C:1]([N:4]1[CH2:10][C:9]2[CH:11]=[C:12](/[CH:15]=[CH:16]/[C:17]([N:19]([CH3:31])[CH2:20][C:21]3[O:22][C:23]4[CH:30]=[CH:29][CH:28]=[CH:27][C:24]=4[C:25]=3[CH3:26])=[O:18])[CH:13]=[N:14][C:8]=2[NH:7][CH2:6][CH2:5]1)(=[O:3])[CH3:2]. The reactants are [C:1]([N:4]1[CH2:10][C:9]2[CH:11]=[C:12](/[CH:15]=[CH:16]/[C:17]([N:19]([CH3:31])[CH2:20][C:21]3[O:22][C:23]4[CH:30]=[CH:29][CH:28]=[CH:27][C:24]=4[C:25]=3[CH3:26])=[O:18])[CH:13]=[N:14][C:8]=2[NH:7][CH2:6][CH2:5]1)(=[O:3])[CH3:2].[ClH:32]. The yield is 0.880. The catalyst is C(Cl)Cl.CCOCC.